The task is: Predict the reactants needed to synthesize the given product.. This data is from Full USPTO retrosynthesis dataset with 1.9M reactions from patents (1976-2016). (1) Given the product [CH3:1][O:2][C:3]([C:5]1[CH:6]=[C:7]2[C:12](=[CH:13][CH:14]=1)[N:11]1[C:18]([O:19][CH3:20])=[N:16][N:15]=[C:10]1[C:9]([Cl:17])=[N:8]2)=[O:4], predict the reactants needed to synthesize it. The reactants are: [CH3:1][O:2][C:3]([C:5]1[CH:6]=[C:7]2[C:12](=[CH:13][CH:14]=1)[N:11]=[C:10]([NH:15][NH2:16])[C:9]([Cl:17])=[N:8]2)=[O:4].[CH3:18][O:19][C:20](OC)(OC)OC. (2) Given the product [CH:3]12[CH2:4][CH:5]([CH2:1][CH2:2]1)[CH2:6][CH:7]2[NH:8][CH2:12][CH:13]([OH:19])[CH2:14][S:15]([OH:18])(=[O:17])=[O:16], predict the reactants needed to synthesize it. The reactants are: [CH2:1]1[CH:5]2[CH2:6][CH:7]([NH2:8])[CH:3]([CH2:4]2)[CH2:2]1.[OH-].[Na+].Cl[CH2:12][CH:13]([OH:19])[CH2:14][S:15]([OH:18])(=[O:17])=[O:16].[Na]. (3) Given the product [Br:19][C:14]1[C:15]([O:17][CH3:18])=[CH:16][C:11]([C:7]2[CH:8]=[CH:9][CH:10]=[C:5]([F:4])[CH:6]=2)=[N:12][CH:13]=1, predict the reactants needed to synthesize it. The reactants are: CC#N.[F:4][C:5]1[CH:6]=[C:7]([C:11]2[CH:16]=[C:15]([O:17][CH3:18])[CH:14]=[CH:13][N:12]=2)[CH:8]=[CH:9][CH:10]=1.[Br:19]N1C(=O)CCC1=O.CCOC(C)=O. (4) Given the product [O:9]([CH:11]([CH3:17])[C:12]([O:14][CH2:15][CH3:16])=[O:13])[C:3]1[CH:8]=[CH:7][CH:6]=[CH:5][CH:4]=1, predict the reactants needed to synthesize it. The reactants are: [H-].[Na+].[C:3]1([OH:9])[CH:8]=[CH:7][CH:6]=[CH:5][CH:4]=1.Br[CH:11]([CH3:17])[C:12]([O:14][CH2:15][CH3:16])=[O:13].